From a dataset of Full USPTO retrosynthesis dataset with 1.9M reactions from patents (1976-2016). Predict the reactants needed to synthesize the given product. (1) Given the product [C:17]([N:14]1[CH2:15][CH2:16][NH:11][CH2:12][C:13]1=[O:21])([CH3:20])([CH3:18])[CH3:19], predict the reactants needed to synthesize it. The reactants are: C(OC([N:11]1[CH2:16][CH2:15][N:14]([C:17]([CH3:20])([CH3:19])[CH3:18])[C:13](=[O:21])[CH2:12]1)=O)C1C=CC=CC=1. (2) Given the product [CH2:17]([O:14][CH2:13][CH:10]1[CH2:11][CH2:12][C:7]2([O:6][CH2:5][CH2:4][O:3]2)[CH2:8][CH2:9]1)[C:16]#[CH:15], predict the reactants needed to synthesize it. The reactants are: [H-].[Na+].[O:3]1[C:7]2([CH2:12][CH2:11][CH:10]([CH2:13][OH:14])[CH2:9][CH2:8]2)[O:6][CH2:5][CH2:4]1.[CH2:15](Br)[C:16]#[CH:17].C1(C)C=CC=CC=1. (3) Given the product [CH3:1][C:2]([CH3:21])([CH3:20])[C:3]([NH:5][C:6]1[C:7]([C:8]([O:10][CH3:11])=[O:9])=[C:12]2[C:13]([CH:19]=[CH:18][CH2:17][O:16]2)=[CH:14][CH:15]=1)=[O:4], predict the reactants needed to synthesize it. The reactants are: [CH3:1][C:2]([CH3:21])([CH3:20])[C:3]([NH:5][C:6]1[CH:15]=[CH:14][CH:13]=[C:12]([O:16][CH2:17][C:18]#[CH:19])[C:7]=1[C:8]([O:10][CH3:11])=[O:9])=[O:4]. (4) Given the product [Br:9][C:6]1[CH:7]=[CH:8][C:3]2[NH:2][C:13](=[O:14])[CH:12]([CH3:17])[CH2:11][NH:10][C:4]=2[CH:5]=1, predict the reactants needed to synthesize it. The reactants are: [Na].[NH2:2][C:3]1[CH:8]=[CH:7][C:6]([Br:9])=[CH:5][C:4]=1[NH:10][CH2:11][CH:12]([CH3:17])[C:13](OC)=[O:14]. (5) Given the product [Br:14][CH2:10][C:9]([C:4]1[CH:5]=[CH:6][CH:7]=[CH:8][C:3]=1[C:2]([F:12])([F:13])[F:1])=[O:11], predict the reactants needed to synthesize it. The reactants are: [F:1][C:2]([F:13])([F:12])[C:3]1[CH:8]=[CH:7][CH:6]=[CH:5][C:4]=1[C:9](=[O:11])[CH3:10].[Br:14]Br.O. (6) Given the product [NH2:5][C:6]1[CH:11]=[C:10]([C:12]2[C:13]([C:19]3[C:20]([F:40])=[C:21]([NH:25][S:26]([C:29]4[CH:34]=[C:33]([F:35])[CH:32]=[CH:31][C:30]=4[F:36])(=[O:28])=[O:27])[CH:22]=[CH:23][CH:24]=3)=[N:14][N:15]([CH2:17][CH3:18])[CH:16]=2)[CH:9]=[CH:8][N:7]=1, predict the reactants needed to synthesize it. The reactants are: C([NH:5][C:6]1[CH:11]=[C:10]([C:12]2[C:13]([C:19]3[C:20]([F:40])=[C:21]([N:25](COC)[S:26]([C:29]4[CH:34]=[C:33]([F:35])[CH:32]=[CH:31][C:30]=4[F:36])(=[O:28])=[O:27])[CH:22]=[CH:23][CH:24]=3)=[N:14][N:15]([CH2:17][CH3:18])[CH:16]=2)[CH:9]=[CH:8][N:7]=1)(C)(C)C.C(O)(C(F)(F)F)=O.O. (7) Given the product [O:1]=[C:2]1[CH2:6][CH2:5][C@@H:4]([C:7]2[CH:8]=[CH:9][C:10]([O:11][CH2:12][C:13]([NH:18][CH:19]3[CH2:20][CH2:21][N:22]([C:25]([O:27][C:28]([CH3:31])([CH3:30])[CH3:29])=[O:26])[CH2:23][CH2:24]3)=[O:15])=[CH:16][CH:17]=2)[CH2:3]1, predict the reactants needed to synthesize it. The reactants are: [O:1]=[C:2]1[CH2:6][CH2:5][C@@H:4]([C:7]2[CH:17]=[CH:16][C:10]([O:11][CH2:12][C:13]([OH:15])=O)=[CH:9][CH:8]=2)[CH2:3]1.[NH2:18][CH:19]1[CH2:24][CH2:23][N:22]([C:25]([O:27][C:28]([CH3:31])([CH3:30])[CH3:29])=[O:26])[CH2:21][CH2:20]1. (8) Given the product [C:1]([C:5]1[C:6]2[S:11][C:12]([CH3:13])=[CH:16][C:7]=2[CH:8]=[CH:9][CH:10]=1)([CH3:2])([CH3:3])[CH3:4], predict the reactants needed to synthesize it. The reactants are: [C:1]([C:5]1[CH:10]=[CH:9][CH:8]=[CH:7][C:6]=1[S:11][CH2:12][C:13](Cl)=C)([CH3:4])([CH3:3])[CH3:2].[C:16]1(N(CC)CC)C=CC=CC=1. (9) Given the product [C:1]([O:4][C:5]1[CH:10]=[CH:9][C:8]([O:11][CH2:15][CH:16]2[O:17][CH2:18]2)=[C:7]([CH3:12])[C:6]=1[CH3:13])(=[O:3])[CH3:2], predict the reactants needed to synthesize it. The reactants are: [C:1]([O:4][C:5]1[CH:10]=[CH:9][C:8]([OH:11])=[C:7]([CH3:12])[C:6]=1[CH3:13])(=[O:3])[CH3:2].Cl[CH2:15][CH:16]1[CH2:18][O:17]1.C(=O)([O-])[O-].[K+].[K+]. (10) Given the product [F:20][C:21]1[CH:26]=[CH:25][C:24]([NH:27][C:28]([NH:17][C@@H:14]2[C@@H:12]3[C@@H:11]([CH2:10][N:9]([C:7]4[CH:6]=[CH:5][CH:4]=[C:3]([C:2]([F:1])([F:18])[F:19])[N:8]=4)[CH2:13]3)[CH2:16][CH2:15]2)=[O:29])=[CH:23][CH:22]=1, predict the reactants needed to synthesize it. The reactants are: [F:1][C:2]([F:19])([F:18])[C:3]1[N:8]=[C:7]([N:9]2[CH2:13][C@@H:12]3[C@@H:14]([NH2:17])[CH2:15][CH2:16][C@@H:11]3[CH2:10]2)[CH:6]=[CH:5][CH:4]=1.[F:20][C:21]1[CH:26]=[CH:25][C:24]([N:27]=[C:28]=[O:29])=[CH:23][CH:22]=1.